From a dataset of Reaction yield outcomes from USPTO patents with 853,638 reactions. Predict the reaction yield, written as a fraction of the theoretical maximum amount of product (1.0 means a 100% yield; for example, 0.34 means a 34% yield). (1) The yield is 0.900. The catalyst is CN(C=O)C.O. The product is [C:1]([Si:5]([CH3:29])([CH3:30])[O:6][CH2:7][CH2:8][C:9]1([CH2:26][CH2:27][CH3:28])[C:14]2[NH:15][C:16]3[C:21]([C:13]=2[CH2:12][CH2:11][O:10]1)=[C:20]([C:22]([N:61]1[CH2:66][CH2:65][O:64][CH2:63][CH2:62]1)=[O:24])[CH:19]=[CH:18][C:17]=3[F:25])([CH3:3])([CH3:2])[CH3:4]. The reactants are [C:1]([Si:5]([CH3:30])([CH3:29])[O:6][CH2:7][CH2:8][C:9]1([CH2:26][CH2:27][CH3:28])[C:14]2[NH:15][C:16]3[C:17]([F:25])=[CH:18][CH:19]=[C:20]([C:22]([OH:24])=O)[C:21]=3[C:13]=2[CH2:12][CH2:11][O:10]1)([CH3:4])([CH3:3])[CH3:2].CCN=C=NCCCN(C)C.C1C=CC2N(O)N=NC=2C=1.C(N(C(C)C)CC)(C)C.[NH:61]1[CH2:66][CH2:65][O:64][CH2:63][CH2:62]1. (2) The reactants are [C:1]([C:4]([C@@H:17]1[CH2:21][CH2:20][NH:19][CH2:18]1)([C:11]1[CH:16]=[CH:15][CH:14]=[CH:13][CH:12]=1)[C:5]1[CH:10]=[CH:9][CH:8]=[CH:7][CH:6]=1)(=[O:3])[NH2:2].C(O[BH-](OC(=O)C)OC(=O)C)(=O)C.[Na+].C(O)(=O)C.[CH:40](=O)[CH2:41][CH2:42][CH2:43][C:44]#[CH:45]. The catalyst is ClCCl. The product is [C:1]([C:4]([C@@H:17]1[CH2:21][CH2:20][N:19]([CH2:45][CH2:44][CH2:43][CH2:42][C:41]#[CH:40])[CH2:18]1)([C:11]1[CH:12]=[CH:13][CH:14]=[CH:15][CH:16]=1)[C:5]1[CH:10]=[CH:9][CH:8]=[CH:7][CH:6]=1)(=[O:3])[NH2:2]. The yield is 0.830. (3) The reactants are [Na].[CH3:2][C:3]([CH3:8])([CH3:7])[C:4](=O)[CH3:5].[CH2:9]([O:11][C:12](=[O:18])[C:13](OCC)=O)[CH3:10].C(O)(=O)C.O.[NH2:24][NH2:25]. The yield is 0.500. No catalyst specified. The product is [C:3]([C:4]1[CH:5]=[C:13]([C:12]([O:11][CH2:9][CH3:10])=[O:18])[NH:25][N:24]=1)([CH3:8])([CH3:7])[CH3:2]. (4) The reactants are [Br:1][CH:2]1[C:10](=O)[C:6]2=[N:7][O:8][N:9]=[C:5]2[CH2:4][CH2:3]1.[NH2:12][C:13]([NH2:15])=[S:14]. The catalyst is C(O)C. The product is [BrH:1].[N:7]1[O:8][N:9]=[C:5]2[CH2:4][CH2:3][C:2]3[S:14][C:13]([NH2:15])=[N:12][C:10]=3[C:6]=12. The yield is 0.900. (5) The reactants are [CH:1]#[C:2][CH2:3][NH:4][C@H:5]1[C:9]2[CH:10]=[CH:11][CH:12]=[CH:13][C:8]=2[CH2:7][CH2:6]1.[CH3:14][S:15]([OH:18])(=[O:17])=[O:16]. No catalyst specified. The product is [CH3:14][S:15]([OH:18])(=[O:17])=[O:16].[CH:1]#[C:2][CH2:3][NH:4][C@H:5]1[C:9]2[CH:10]=[CH:11][CH:12]=[CH:13][C:8]=2[CH2:7][CH2:6]1. The yield is 0.855. (6) The reactants are [Br:1][C:2]1[CH:3]=[C:4]([CH:9]=[CH:10][CH:11]=1)[C:5](=[O:8])[CH2:6]Br.[N-:12]=[N+:13]=[N-:14].[Na+]. The catalyst is CO. The product is [Br:1][C:2]1[CH:3]=[C:4]([CH:9]=[CH:10][CH:11]=1)[C:5](=[O:8])[CH2:6][N:12]=[N+:13]=[N-:14]. The yield is 0.990. (7) The reactants are [Br:1][C:2]1[CH:11]=[C:10]2[C:5]([CH:6]=[C:7]([NH2:12])[CH:8]=[N:9]2)=[CH:4][CH:3]=1.N1C=CC=CC=1.[CH3:19][S:20](Cl)(=[O:22])=[O:21]. The catalyst is C(#N)C. The product is [Br:1][C:2]1[CH:11]=[C:10]2[C:5]([CH:6]=[C:7]([NH:12][S:20]([CH3:19])(=[O:22])=[O:21])[CH:8]=[N:9]2)=[CH:4][CH:3]=1. The yield is 0.460. (8) The reactants are FC(F)O[C:4]1[CH:9]=[CH:8][C:7]([CH:10]([C:12]2([C:18]3[CH:23]=[CH:22][CH:21]=[C:20]([C:24]([F:27])([F:26])[F:25])[CH:19]=3)SCCCS2)[OH:11])=[CH:6][C:5]=1[CH3:28].[F:30][C:31](F)([F:49])C(OC1C(OC(=O)C(F)(F)F)=C(I)C=CC=1)=O.CC[O:53]C(C)=O.CCCCCC.CCOC(C)=O.[OH2:69]. The catalyst is C(#N)C. The product is [F:30][CH:31]([F:49])[O:69][C:21]1[CH:22]=[CH:23][C:18]([CH:12]([OH:53])[C:10]([C:7]2[CH:8]=[CH:9][CH:4]=[C:5]([CH3:28])[CH:6]=2)=[O:11])=[CH:19][C:20]=1[C:24]([F:27])([F:26])[F:25]. The yield is 0.320. (9) The yield is 0.820. The product is [CH2:7]([O:6][C:4]([C@@H:2]1[CH2:3][C@H:1]1[C:9]([OH:11])=[O:10])=[O:5])[CH3:8]. The reactants are [C@@H:1]1([C:9]([O:11]CC)=[O:10])[CH2:3][C@H:2]1[C:4]([O:6][CH2:7][CH3:8])=[O:5].[OH-].[K+].O. The catalyst is C(O)C. (10) The reactants are [Li]C(C)(C)C.[CH3:6][C:7]([O:10][C:11]([N:13]([C:40]([O:42][C:43]([CH3:46])([CH3:45])[CH3:44])=[O:41])[C:14]1[C:19]2[C:20]([C:23]3[CH:24]=[C:25]4[C:29](=[CH:30][CH:31]=3)[N:28]([C:32]([O:34][C:35]([CH3:38])([CH3:37])[CH3:36])=[O:33])[CH2:27][CH2:26]4)=[CH:21][O:22][C:18]=2[C:17](I)=[CH:16][N:15]=1)=[O:12])([CH3:9])[CH3:8].[Cl:47]C(Cl)(Cl)C(Cl)(Cl)Cl. The catalyst is C1COCC1. The product is [CH3:6][C:7]([O:10][C:11]([N:13]([C:40]([O:42][C:43]([CH3:46])([CH3:45])[CH3:44])=[O:41])[C:14]1[C:19]2[C:20]([C:23]3[CH:24]=[C:25]4[C:29](=[CH:30][CH:31]=3)[N:28]([C:32]([O:34][C:35]([CH3:38])([CH3:37])[CH3:36])=[O:33])[CH2:27][CH2:26]4)=[CH:21][O:22][C:18]=2[C:17]([Cl:47])=[CH:16][N:15]=1)=[O:12])([CH3:9])[CH3:8]. The yield is 0.305.